Dataset: Reaction yield outcomes from USPTO patents with 853,638 reactions. Task: Predict the reaction yield, written as a fraction of the theoretical maximum amount of product (1.0 means a 100% yield; for example, 0.34 means a 34% yield). (1) The reactants are [CH2:1]([O:8][CH2:9][N:10]1[C:14]2[CH:15]=[N:16][NH:17][C:18](=[O:19])[C:13]=2[C:12](I)=[CH:11]1)[C:2]1[CH:7]=[CH:6][CH:5]=[CH:4][CH:3]=1.[CH2:21]([O:25]C=C)[CH2:22]CC. The catalyst is C([O-])(=O)C.[Pd+2].C([O-])(=O)C.C1(P(C2C=CC=CC=2)CCCP(C2C=CC=CC=2)C2C=CC=CC=2)C=CC=CC=1.CN(C)C=O. The product is [C:21]([C:12]1[C:13]2[C:18](=[O:19])[NH:17][N:16]=[CH:15][C:14]=2[N:10]([CH2:9][O:8][CH2:1][C:2]2[CH:7]=[CH:6][CH:5]=[CH:4][CH:3]=2)[CH:11]=1)(=[O:25])[CH3:22]. The yield is 0.400. (2) The reactants are [CH2:1]([O:4][N:5]([C@H:18]1[CH2:23][N:22](C(OC(C)(C)C)=O)[C@H:21]([CH2:31][O:32][Si:33]([C:36]([CH3:39])([CH3:38])[CH3:37])([CH3:35])[CH3:34])[C:20]([CH2:40][CH2:41][O:42][Si:43]([C:46]([CH3:49])([CH3:48])[CH3:47])([CH3:45])[CH3:44])=[CH:19]1)[S:6]([C:9]1[CH:14]=[CH:13][CH:12]=[CH:11][C:10]=1[N+:15]([O-:17])=[O:16])(=[O:8])=[O:7])[CH:2]=[CH2:3]. The catalyst is C(Cl)Cl.C(=O)(O)[O-].[Na+].[Br-].[Zn+2].[Br-]. The product is [CH2:1]([O:4][N:5]([C@@H:18]1[CH:19]=[C:20]([CH2:40][CH2:41][O:42][Si:43]([C:46]([CH3:49])([CH3:47])[CH3:48])([CH3:44])[CH3:45])[C@@H:21]([CH2:31][O:32][Si:33]([C:36]([CH3:39])([CH3:38])[CH3:37])([CH3:34])[CH3:35])[NH:22][CH2:23]1)[S:6]([C:9]1[CH:14]=[CH:13][CH:12]=[CH:11][C:10]=1[N+:15]([O-:17])=[O:16])(=[O:8])=[O:7])[CH:2]=[CH2:3]. The yield is 1.00.